This data is from Full USPTO retrosynthesis dataset with 1.9M reactions from patents (1976-2016). The task is: Predict the reactants needed to synthesize the given product. Given the product [I:18][C:9]1[CH:10]=[CH:11][C:6]([C@@H:12]2[CH2:14][C@H:13]2[C:15]([OH:17])=[O:16])=[CH:7][CH:8]=1, predict the reactants needed to synthesize it. The reactants are: OS(O)(=O)=O.[C:6]1([C@@H:12]2[CH2:14][C@H:13]2[C:15]([OH:17])=[O:16])[CH:11]=[CH:10][CH:9]=[CH:8][CH:7]=1.[I:18]I.